Regression. Given two drug SMILES strings and cell line genomic features, predict the synergy score measuring deviation from expected non-interaction effect. From a dataset of NCI-60 drug combinations with 297,098 pairs across 59 cell lines. (1) Drug 1: CCC1(CC2CC(C3=C(CCN(C2)C1)C4=CC=CC=C4N3)(C5=C(C=C6C(=C5)C78CCN9C7C(C=CC9)(C(C(C8N6C=O)(C(=O)OC)O)OC(=O)C)CC)OC)C(=O)OC)O.OS(=O)(=O)O. Drug 2: CCCCC(=O)OCC(=O)C1(CC(C2=C(C1)C(=C3C(=C2O)C(=O)C4=C(C3=O)C=CC=C4OC)O)OC5CC(C(C(O5)C)O)NC(=O)C(F)(F)F)O. Cell line: SNB-19. Synergy scores: CSS=48.0, Synergy_ZIP=-2.99, Synergy_Bliss=-3.30, Synergy_Loewe=-13.6, Synergy_HSA=-1.53. (2) Drug 1: CCC1(CC2CC(C3=C(CCN(C2)C1)C4=CC=CC=C4N3)(C5=C(C=C6C(=C5)C78CCN9C7C(C=CC9)(C(C(C8N6C)(C(=O)OC)O)OC(=O)C)CC)OC)C(=O)OC)O.OS(=O)(=O)O. Drug 2: B(C(CC(C)C)NC(=O)C(CC1=CC=CC=C1)NC(=O)C2=NC=CN=C2)(O)O. Cell line: UACC-257. Synergy scores: CSS=24.8, Synergy_ZIP=0.0782, Synergy_Bliss=-1.04, Synergy_Loewe=-12.3, Synergy_HSA=-3.29.